From a dataset of Reaction yield outcomes from USPTO patents with 853,638 reactions. Predict the reaction yield, written as a fraction of the theoretical maximum amount of product (1.0 means a 100% yield; for example, 0.34 means a 34% yield). (1) The reactants are N1C=CC=CC=1.[CH:7]1([C:11](Cl)=[O:12])[CH2:10][CH2:9][CH2:8]1.[C:16]1(=[O:17])[O:18][C:19]([CH3:19])([CH3:15])[O:18][C:16](=[O:17])[CH2:15]1.CO. The catalyst is C(Cl)Cl. The product is [CH:7]1([C:11](=[O:12])[CH2:15][C:16]([O:18][CH3:19])=[O:17])[CH2:10][CH2:9][CH2:8]1. The yield is 0.880. (2) The reactants are [CH2:1]([C:3]1[CH:8]=[C:7]([CH3:9])[CH:6]=[C:5]([CH2:10][CH3:11])[C:4]=1[C:12]1[C:13](=[O:28])[N:14]([CH3:27])[N:15]=[C:16]([OH:26])[C:17]=1[O:18][CH2:19][C:20]1[CH:25]=[CH:24][CH:23]=[CH:22][CH:21]=1)[CH3:2].I[CH2:30]CC.C(=O)([O-])[O-].[Cs+].[Cs+]. The catalyst is CC(C)=O. The product is [CH2:1]([C:3]1[CH:8]=[C:7]([CH3:9])[CH:6]=[C:5]([CH2:10][CH3:11])[C:4]=1[C:12]1[C:13](=[O:28])[N:14]([CH3:27])[N:15]=[C:16]([O:26][CH3:30])[C:17]=1[O:18][CH2:19][C:20]1[CH:25]=[CH:24][CH:23]=[CH:22][CH:21]=1)[CH3:2]. The yield is 0.700. (3) The reactants are C([O:3][C:4]([C:6]1[CH:7]([C:21]([F:24])([F:23])[F:22])[O:8][C:9]2[C:14]([CH:15]=1)=[CH:13][C:12]([Cl:16])=[CH:11][C:10]=2[C:17]#[C:18][CH2:19][CH3:20])=[O:5])C.C1COCC1.CCO.O.O[Li].O.Cl. The catalyst is O. The product is [C:17]([C:10]1[CH:11]=[C:12]([Cl:16])[CH:13]=[C:14]2[C:9]=1[O:8][CH:7]([C:21]([F:22])([F:23])[F:24])[C:6]([C:4]([OH:5])=[O:3])=[CH:15]2)#[C:18][CH2:19][CH3:20]. The yield is 0.810. (4) The reactants are [CH3:1][C:2]1([CH3:10])[CH2:7][CH2:6][C:5](=[O:8])[CH2:4][C:3]1=[O:9].CO[CH:13](OC)[N:14]([CH3:16])[CH3:15]. No catalyst specified. The product is [CH3:13][N:14]([CH:16]=[C:4]1[C:3](=[O:9])[C:2]([CH3:10])([CH3:1])[CH2:7][CH2:6][C:5]1=[O:8])[CH3:15]. The yield is 0.950. (5) The reactants are [CH3:1][O:2][C:3]1[C:4]([O:16][CH2:17][CH2:18][O:19][CH3:20])=[CH:5][C:6]([N+:13]([O-])=O)=[C:7]([CH:12]=1)[C:8]([O:10][CH3:11])=[O:9].[H][H]. The catalyst is CCOC(C)=O.[Pd]. The product is [NH2:13][C:6]1[CH:5]=[C:4]([O:16][CH2:17][CH2:18][O:19][CH3:20])[C:3]([O:2][CH3:1])=[CH:12][C:7]=1[C:8]([O:10][CH3:11])=[O:9]. The yield is 0.950. (6) The reactants are Cl[C:2]1[N:7]=[C:6]2[CH2:8][CH2:9][CH2:10][C:5]2=[C:4]([Cl:11])[CH:3]=1.[Cl:12][C:13]1[CH:14]=[C:15](B(O)O)[CH:16]=[CH:17][C:18]=1[Cl:19]. No catalyst specified. The product is [Cl:11][C:4]1[CH:3]=[C:2]([C:16]2[CH:15]=[CH:14][C:13]([Cl:12])=[C:18]([Cl:19])[CH:17]=2)[N:7]=[C:6]2[CH2:8][CH2:9][CH2:10][C:5]=12. The yield is 0.940. (7) The reactants are [CH:1]([CH:3]1[S:7][C:6]([C:8]2[NH:9][C:10]3[C:15]([CH:16]=2)=[CH:14][CH:13]=[CH:12][C:11]=3[N:17]([CH3:26])[S:18]([C:21]2[S:22][CH:23]=[CH:24][CH:25]=2)(=[O:20])=[O:19])=[N:5][CH2:4]1)=O.[NH:27]1[CH2:32][CH2:31][S:30](=[O:34])(=[O:33])[CH2:29][CH2:28]1.C(O[BH-](OC(=O)C)OC(=O)C)(=O)C.[Na+].C(=O)([O-])O.[Na+]. The catalyst is O1CCCC1. The product is [O:33]=[S:30]1(=[O:34])[CH2:31][CH2:32][N:27]([CH2:1][CH:3]2[S:7][C:6]([C:8]3[NH:9][C:10]4[C:15]([CH:16]=3)=[CH:14][CH:13]=[CH:12][C:11]=4[N:17]([CH3:26])[S:18]([C:21]3[S:22][CH:23]=[CH:24][CH:25]=3)(=[O:20])=[O:19])=[N:5][CH2:4]2)[CH2:28][CH2:29]1. The yield is 0.200. (8) The reactants are [NH2:1][C:2]1[C:3]([C:32](OCC)=[O:33])=[N:4][C:5]([NH:17][C:18]2[CH:23]=[CH:22][CH:21]=[CH:20][C:19]=2[O:24][Si](C(C)(C)C)(C)C)=[N:6][C:7]=1[NH:8][C:9]1[CH:14]=[CH:13][CH:12]=[CH:11][C:10]=1[O:15][CH3:16].NC1C(C(OCC)=O)=NC(NC2C=CC=CC=2O)=NC=1NC1C=CC=C[C:46]=1[O:51]C.[Si](Cl)(C(C)(C)C)(C)C.[NH:74]1C=CN=C1. The catalyst is C(Cl)Cl. The product is [OH:24][C:19]1[CH:20]=[CH:21][CH:22]=[CH:23][C:18]=1[NH:17][C:5]1[N:6]=[C:7]2[C:2]([NH:1][C:46](=[O:51])[N:8]2[C:9]2[CH:14]=[CH:13][CH:12]=[CH:11][C:10]=2[O:15][CH3:16])=[C:3]([C:32]([NH2:74])=[O:33])[N:4]=1. The yield is 0.980. (9) The reactants are FC(F)(F)C(O)=O.[CH3:8][O:9][C:10](=[O:53])[CH2:11][C:12]1[CH:17]=[CH:16][C:15]([C:18]2[CH:23]=[CH:22][C:21]([C:24]([C:29]3[CH:34]=[CH:33][C:32]([CH2:35][CH2:36][CH:37]([O:42][Si](C(C)(C)C)(C)C)[C:38]([CH3:41])([CH3:40])[CH3:39])=[C:31]([CH3:50])[CH:30]=3)([CH2:27][CH3:28])[CH2:25][CH3:26])=[CH:20][C:19]=2[CH3:51])=[CH:14][C:13]=1[F:52]. The catalyst is ClCCl. The product is [CH3:8][O:9][C:10](=[O:53])[CH2:11][C:12]1[CH:17]=[CH:16][C:15]([C:18]2[CH:23]=[CH:22][C:21]([C:24]([CH2:27][CH3:28])([C:29]3[CH:34]=[CH:33][C:32]([CH2:35][CH2:36][CH:37]([OH:42])[C:38]([CH3:41])([CH3:39])[CH3:40])=[C:31]([CH3:50])[CH:30]=3)[CH2:25][CH3:26])=[CH:20][C:19]=2[CH3:51])=[CH:14][C:13]=1[F:52]. The yield is 0.760. (10) The reactants are [NH2:1][CH2:2][CH:3]([S:8]([OH:11])(=[O:10])=[O:9])[CH2:4][C:5]([OH:7])=[O:6].[C:12]1(=[O:18])[O:17][C:15](=[O:16])[CH:14]=[CH:13]1. The catalyst is CC(N(C)C)=O. The product is [C:5]([CH2:4][CH:3]([S:8]([OH:11])(=[O:9])=[O:10])[CH2:2][NH:1][C:12](=[O:18])/[CH:13]=[CH:14]\[C:15]([OH:17])=[O:16])([OH:7])=[O:6]. The yield is 0.830.